From a dataset of Forward reaction prediction with 1.9M reactions from USPTO patents (1976-2016). Predict the product of the given reaction. (1) The product is: [C:28]([N:31]1[CH2:36][CH2:35][N:34]([CH2:2][CH2:3][CH2:4][O:5][C:6]2[CH:15]=[C:14]3[C:9]([C:10]([O:16][C:17]4[CH:18]=[C:19]5[C:23](=[CH:24][CH:25]=4)[NH:22][CH:21]=[CH:20]5)=[N:11][CH:12]=[N:13]3)=[CH:8][C:7]=2[O:26][CH3:27])[CH2:33][CH2:32]1)(=[O:30])[CH3:29]. Given the reactants Br[CH2:2][CH2:3][CH2:4][O:5][C:6]1[CH:15]=[C:14]2[C:9]([C:10]([O:16][C:17]3[CH:18]=[C:19]4[C:23](=[CH:24][CH:25]=3)[NH:22][CH:21]=[CH:20]4)=[N:11][CH:12]=[N:13]2)=[CH:8][C:7]=1[O:26][CH3:27].[C:28]([N:31]1[CH2:36][CH2:35][NH:34][CH2:33][CH2:32]1)(=[O:30])[CH3:29], predict the reaction product. (2) Given the reactants [OH-].[Na+].O.NN.[Br:6][C:7]1[CH:8]=[CH:9][C:10]([Cl:16])=[C:11]([C:13](=O)[CH3:14])[CH:12]=1, predict the reaction product. The product is: [Br:6][C:7]1[CH:8]=[CH:9][C:10]([Cl:16])=[C:11]([CH2:13][CH3:14])[CH:12]=1. (3) Given the reactants [Br:1][C:2]1[CH:7]=[CH:6][C:5]([C:8]2[N:12]([CH2:13][C@@H:14]3[CH2:18][CH2:17][N:16](C(OC(C)(C)C)=O)[CH2:15]3)[C:11](=[O:26])[C:10]3([CH2:30][CH2:29][CH2:28][CH2:27]3)[N:9]=2)=[CH:4][CH:3]=1.Cl, predict the reaction product. The product is: [Br:1][C:2]1[CH:7]=[CH:6][C:5]([C:8]2[N:12]([CH2:13][C@@H:14]3[CH2:18][CH2:17][NH:16][CH2:15]3)[C:11](=[O:26])[C:10]3([CH2:30][CH2:29][CH2:28][CH2:27]3)[N:9]=2)=[CH:4][CH:3]=1. (4) Given the reactants [NH2:1][C:2]1[N:6]([C@@H:7]2[CH2:12][CH2:11][CH2:10][NH:9][CH2:8]2)[N:5]=[C:4]([C:13]2[CH:18]=[CH:17][C:16]([O:19][C:20]3[CH:25]=[CH:24][C:23]([F:26])=[CH:22][C:21]=3[F:27])=[CH:15][CH:14]=2)[C:3]=1[C:28]([NH2:30])=[O:29].F[P-](F)(F)(F)(F)F.N1(OC(N(C)C)=[N+](C)C)C2C=CC=CC=2N=N1.[OH:55][CH2:56]/[CH:57]=[CH:58]/[C:59](O)=[O:60].C(N(CC)C(C)C)(C)C, predict the reaction product. The product is: [NH2:1][C:2]1[N:6]([C@@H:7]2[CH2:12][CH2:11][CH2:10][N:9]([C:56](=[O:55])/[CH:57]=[CH:58]/[CH2:59][OH:60])[CH2:8]2)[N:5]=[C:4]([C:13]2[CH:18]=[CH:17][C:16]([O:19][C:20]3[CH:25]=[CH:24][C:23]([F:26])=[CH:22][C:21]=3[F:27])=[CH:15][CH:14]=2)[C:3]=1[C:28]([NH2:30])=[O:29]. (5) Given the reactants [C:1]([O:5][C:6]([N:8]1[CH2:12][CH:11]([OH:13])[CH2:10][CH:9]1[CH2:14][O:15][CH3:16])=[O:7])([CH3:4])([CH3:3])[CH3:2].C(N(CC)CC)C.[CH3:24][S:25](Cl)(=[O:27])=[O:26].Cl, predict the reaction product. The product is: [C:1]([O:5][C:6]([N:8]1[CH2:12][CH:11]([O:13][S:25]([CH3:24])(=[O:27])=[O:26])[CH2:10][CH:9]1[CH2:14][O:15][CH3:16])=[O:7])([CH3:4])([CH3:3])[CH3:2]. (6) Given the reactants [Cl:1][C:2]1[CH:13]=[CH:12][C:5]([O:6][C@@H:7]([CH3:11])[CH2:8][CH2:9][OH:10])=[C:4]([O:14][C:15]2[CH:20]=[CH:19][CH:18]=[CH:17][CH:16]=2)[CH:3]=1.[CH3:21][S:22](Cl)(=[O:24])=[O:23], predict the reaction product. The product is: [Cl:1][C:2]1[CH:13]=[CH:12][C:5]([O:6][C@@H:7]([CH3:11])[CH2:8][CH2:9][O:10][S:22]([CH3:21])(=[O:24])=[O:23])=[C:4]([O:14][C:15]2[CH:20]=[CH:19][CH:18]=[CH:17][CH:16]=2)[CH:3]=1.